This data is from Catalyst prediction with 721,799 reactions and 888 catalyst types from USPTO. The task is: Predict which catalyst facilitates the given reaction. Reactant: [F:1][C:2]1[CH:3]=[C:4]([C:17](OC)=[O:18])[C:5]2[O:9][C:8]([C:10]3([CH3:15])[O:14][CH2:13][CH2:12][O:11]3)=[CH:7][C:6]=2[CH:16]=1.[H-].[H-].[H-].[H-].[Li+].[Al+3]. Product: [F:1][C:2]1[CH:3]=[C:4]([CH2:17][OH:18])[C:5]2[O:9][C:8]([C:10]3([CH3:15])[O:14][CH2:13][CH2:12][O:11]3)=[CH:7][C:6]=2[CH:16]=1. The catalyst class is: 7.